From a dataset of Full USPTO retrosynthesis dataset with 1.9M reactions from patents (1976-2016). Predict the reactants needed to synthesize the given product. (1) Given the product [F:8][C:9]1[CH:14]=[C:13]([F:15])[CH:12]=[CH:11][C:10]=1[N:1]1[CH:5]=[C:4]([CH:6]=[O:7])[N:3]=[CH:2]1, predict the reactants needed to synthesize it. The reactants are: [NH:1]1[CH:5]=[C:4]([CH:6]=[O:7])[N:3]=[CH:2]1.[F:8][C:9]1[CH:14]=[C:13]([F:15])[CH:12]=[CH:11][C:10]=1I.C([O-])([O-])=O.[Cs+].[Cs+].CN[C@@H]1CCCC[C@H]1NC. (2) Given the product [CH3:40][S:37]([O:19][CH2:18][C:13]1([C:5]2[CH:4]=[C:3]([C:2]([F:20])([F:21])[F:1])[CH:8]=[C:7]([C:9]([F:10])([F:11])[F:12])[CH:6]=2)[CH2:17][CH2:16][CH2:15][CH2:14]1)(=[O:38])=[O:36], predict the reactants needed to synthesize it. The reactants are: [F:1][C:2]([F:21])([F:20])[C:3]1[CH:4]=[C:5]([C:13]2([CH2:18][OH:19])[CH2:17][CH2:16][CH2:15][CH2:14]2)[CH:6]=[C:7]([C:9]([F:12])([F:11])[F:10])[CH:8]=1.FC(F)(F)C1C=CC(C2(C[O:36][S:37]([CH3:40])(=O)=[O:38])CCCC2)=CC=1. (3) The reactants are: [CH2:1]([O:3][C:4](=[O:26])[CH2:5][O:6][CH:7]1[CH2:14][CH:13]2[N:15](C(OCC3C=CC=CC=3)=O)[CH:9]([CH2:10][O:11][CH2:12]2)[CH2:8]1)[CH3:2]. Given the product [CH:13]12[NH:15][CH:9]([CH2:8][CH:7]([O:6][CH2:5][C:4]([O:3][CH2:1][CH3:2])=[O:26])[CH2:14]1)[CH2:10][O:11][CH2:12]2, predict the reactants needed to synthesize it. (4) Given the product [CH2:18]([O:17][C:15](=[O:16])[C:14]([C:12]#[N:13])=[C:9]([C:4]1[CH:5]=[CH:6][C:7]([Cl:8])=[C:2]([Cl:1])[CH:3]=1)[CH3:10])[CH3:19], predict the reactants needed to synthesize it. The reactants are: [Cl:1][C:2]1[CH:3]=[C:4]([C:9](=O)[CH3:10])[CH:5]=[CH:6][C:7]=1[Cl:8].[C:12]([CH2:14][C:15]([O:17][CH2:18][CH3:19])=[O:16])#[N:13].C([O-])(=O)C.[NH4+]. (5) Given the product [Cl:1][C:2]1[N:7]=[C:6]([N:11]([CH3:10])[CH:12]2[CH2:13][CH:14]3[CH2:18][N:17]([C:19]([O:21][C:22]([CH3:23])([CH3:24])[CH3:25])=[O:20])[CH2:16][CH:15]3[CH2:26]2)[C:5]([Cl:9])=[CH:4][N:3]=1, predict the reactants needed to synthesize it. The reactants are: [Cl:1][C:2]1[N:7]=[C:6](Cl)[C:5]([Cl:9])=[CH:4][N:3]=1.[CH3:10][NH:11][CH:12]1[CH2:26][CH:15]2[CH2:16][N:17]([C:19]([O:21][C:22]([CH3:25])([CH3:24])[CH3:23])=[O:20])[CH2:18][CH:14]2[CH2:13]1.CCN(CC)CC. (6) Given the product [N:1]1[CH:6]=[CH:5][CH:4]=[CH:3][C:2]=1[C@@:7]1([CH2:17][CH2:18][NH:28][CH2:27][CH2:26][C:22]2[CH:21]=[N:20][CH:25]=[CH:24][CH:23]=2)[CH2:16][C:11]2([CH2:15][CH2:14][CH2:13][CH2:12]2)[O:10][CH2:9][CH2:8]1, predict the reactants needed to synthesize it. The reactants are: [N:1]1[CH:6]=[CH:5][CH:4]=[CH:3][C:2]=1[C@@:7]1([CH2:17][CH:18]=O)[CH2:16][C:11]2([CH2:15][CH2:14][CH2:13][CH2:12]2)[O:10][CH2:9][CH2:8]1.[N:20]1[CH:25]=[CH:24][CH:23]=[C:22]([CH2:26][CH2:27][NH2:28])[CH:21]=1.[BH4-].[Na+]. (7) Given the product [CH2:38]([O:37][C:35]1[N:34]=[C:33]2[C:29]([N:30]=[C:31]([O:64][CH3:65])[N:32]2[CH2:42][CH2:43][CH2:44][CH2:45][CH2:46][CH2:47][CH:48]2[CH2:49][CH2:50][NH:51][CH2:52][CH2:53]2)=[C:28]([NH2:27])[N:36]=1)[CH2:39][CH2:40][CH3:41], predict the reactants needed to synthesize it. The reactants are: C(OC1N=C2C(N=C(OC)N2CCCC2CCCCN2)=C(N)N=1)CCC.[NH2:27][C:28]1[N:36]=[C:35]([O:37][CH2:38][CH2:39][CH2:40][CH3:41])[N:34]=[C:33]2[C:29]=1[N:30]=[C:31]([O:64][CH3:65])[N:32]2[CH2:42][CH2:43][CH2:44][CH2:45][CH2:46][CH2:47][CH:48]1[CH2:53][CH2:52][N:51](C(OCC2C=CC=CC=2)=O)[CH2:50][CH2:49]1. (8) Given the product [CH2:7]([O:9][CH2:10][CH2:11][N:18]1[C:17]([C:25]([O:27][CH3:28])=[O:26])=[C:16]([N+:13]([O-:15])=[O:14])[C:20]([C:21]([O:23][CH3:24])=[O:22])=[N:19]1)[CH3:8], predict the reactants needed to synthesize it. The reactants are: C(=O)([O-])[O-].[K+].[K+].[CH2:7]([O:9][CH2:10][CH2:11]Br)[CH3:8].[N+:13]([C:16]1[C:17]([C:25]([O:27][CH3:28])=[O:26])=[N:18][NH:19][C:20]=1[C:21]([O:23][CH3:24])=[O:22])([O-:15])=[O:14].